Dataset: Forward reaction prediction with 1.9M reactions from USPTO patents (1976-2016). Task: Predict the product of the given reaction. (1) Given the reactants [F:1][C:2]1[CH:7]=[C:6]([F:8])[CH:5]=[CH:4][C:3]=1[NH:9][C:10](=[O:19])[CH:11]=[CH:12]C1C=CC=CC=1.[Cl-].[Cl-].[Cl-].[Al+3], predict the reaction product. The product is: [F:8][C:6]1[CH:5]=[C:4]2[C:3](=[C:2]([F:1])[CH:7]=1)[N:9]=[C:10]([OH:19])[CH:11]=[CH:12]2. (2) Given the reactants [C:1]([O:5][C:6]([N:8]1[CH2:13][C:12](B2OC(C)(C)C(C)(C)O2)=[CH:11][CH2:10][CH2:9]1)=[O:7])([CH3:4])([CH3:3])[CH3:2].[NH2:23][C:24]1[CH:29]=[CH:28][C:27]([CH:30]2[CH2:35][CH2:34][N:33]([C:36](=[O:38])[CH3:37])[CH2:32][CH2:31]2)=[CH:26][C:25]=1Br.C([O-])([O-])=O.[Na+].[Na+], predict the reaction product. The product is: [C:1]([O:5][C:6]([N:8]1[CH2:13][C:12]([C:25]2[CH:26]=[C:27]([CH:30]3[CH2:35][CH2:34][N:33]([C:36](=[O:38])[CH3:37])[CH2:32][CH2:31]3)[CH:28]=[CH:29][C:24]=2[NH2:23])=[CH:11][CH2:10][CH2:9]1)=[O:7])([CH3:2])([CH3:3])[CH3:4]. (3) Given the reactants [C:1]1([C:7](=O)[C:8]([C:13]#N)=[CH:9][N:10](C)C)[CH:6]=[CH:5][CH:4]=[CH:3][CH:2]=1.[N+]([O-])([O-])=O.[OH:20][CH2:21][CH2:22][O:23][C:24]1[CH:29]=[CH:28][C:27]([NH:30][C:31]([NH2:33])=[NH2+:32])=[CH:26][CH:25]=1.[OH-].[Na+], predict the reaction product. The product is: [C:9]([C:8]1[C:7]([C:1]2[CH:6]=[CH:5][CH:4]=[CH:3][CH:2]=2)=[N:32][C:31]([NH:30][C:27]2[CH:28]=[CH:29][C:24]([O:23][CH2:22][CH2:21][OH:20])=[CH:25][CH:26]=2)=[N:33][CH:13]=1)#[N:10]. (4) Given the reactants [CH3:1][CH:2]([CH3:18])[CH2:3][NH:4][C:5]1[C:14]2[C:9](=[CH:10][CH:11]=[CH:12][N:13]=2)[N:8]=[CH:7][C:6]=1[N+:15]([O-])=O.C1(C)C=CC=CC=1, predict the reaction product. The product is: [CH3:1][CH:2]([CH3:18])[CH2:3][NH:4][C:5]1[C:14]2[C:9](=[CH:10][CH:11]=[CH:12][N:13]=2)[N:8]=[CH:7][C:6]=1[NH2:15].